This data is from Forward reaction prediction with 1.9M reactions from USPTO patents (1976-2016). The task is: Predict the product of the given reaction. Given the reactants [NH2:1][C:2]1[N:7]([CH2:8][CH3:9])[C:6](=[O:10])[NH:5][C:4](=[O:11])[CH:3]=1.[N:12]([O-])=[O:13].[Na+], predict the reaction product. The product is: [NH2:1][C:2]1[N:7]([CH2:8][CH3:9])[C:6](=[O:10])[NH:5][C:4](=[O:11])[C:3]=1[N:12]=[O:13].